This data is from NCI-60 drug combinations with 297,098 pairs across 59 cell lines. The task is: Regression. Given two drug SMILES strings and cell line genomic features, predict the synergy score measuring deviation from expected non-interaction effect. (1) Drug 1: CC1CCC2CC(C(=CC=CC=CC(CC(C(=O)C(C(C(=CC(C(=O)CC(OC(=O)C3CCCCN3C(=O)C(=O)C1(O2)O)C(C)CC4CCC(C(C4)OC)OCCO)C)C)O)OC)C)C)C)OC. Drug 2: CCC1(CC2CC(C3=C(CCN(C2)C1)C4=CC=CC=C4N3)(C5=C(C=C6C(=C5)C78CCN9C7C(C=CC9)(C(C(C8N6C)(C(=O)OC)O)OC(=O)C)CC)OC)C(=O)OC)O.OS(=O)(=O)O. Cell line: HCT116. Synergy scores: CSS=1.24, Synergy_ZIP=0.952, Synergy_Bliss=-1.43, Synergy_Loewe=-3.56, Synergy_HSA=-2.58. (2) Synergy scores: CSS=32.2, Synergy_ZIP=-9.76, Synergy_Bliss=-7.51, Synergy_Loewe=-5.85, Synergy_HSA=-4.63. Drug 2: CCC1(C2=C(COC1=O)C(=O)N3CC4=CC5=C(C=CC(=C5CN(C)C)O)N=C4C3=C2)O.Cl. Drug 1: CCCS(=O)(=O)NC1=C(C(=C(C=C1)F)C(=O)C2=CNC3=C2C=C(C=N3)C4=CC=C(C=C4)Cl)F. Cell line: M14. (3) Synergy scores: CSS=29.5, Synergy_ZIP=-7.02, Synergy_Bliss=0.620, Synergy_Loewe=-31.1, Synergy_HSA=0.631. Drug 2: C1CCC(C(C1)N)N.C(=O)(C(=O)[O-])[O-].[Pt+4]. Cell line: MCF7. Drug 1: C(CC(=O)O)C(=O)CN.Cl. (4) Drug 1: CN(CC1=CN=C2C(=N1)C(=NC(=N2)N)N)C3=CC=C(C=C3)C(=O)NC(CCC(=O)O)C(=O)O. Drug 2: CC1=C(C(CCC1)(C)C)C=CC(=CC=CC(=CC(=O)O)C)C. Cell line: SN12C. Synergy scores: CSS=41.9, Synergy_ZIP=-10.5, Synergy_Bliss=-9.52, Synergy_Loewe=-34.0, Synergy_HSA=-2.96. (5) Drug 1: CC12CCC3C(C1CCC2OP(=O)(O)O)CCC4=C3C=CC(=C4)OC(=O)N(CCCl)CCCl.[Na+]. Drug 2: CC1C(C(CC(O1)OC2CC(CC3=C2C(=C4C(=C3O)C(=O)C5=CC=CC=C5C4=O)O)(C(=O)C)O)N)O. Cell line: IGROV1. Synergy scores: CSS=54.7, Synergy_ZIP=-2.21, Synergy_Bliss=-0.405, Synergy_Loewe=-43.4, Synergy_HSA=0.705. (6) Drug 1: CCC1=CC2CC(C3=C(CN(C2)C1)C4=CC=CC=C4N3)(C5=C(C=C6C(=C5)C78CCN9C7C(C=CC9)(C(C(C8N6C)(C(=O)OC)O)OC(=O)C)CC)OC)C(=O)OC.C(C(C(=O)O)O)(C(=O)O)O. Drug 2: C(CN)CNCCSP(=O)(O)O. Cell line: SNB-19. Synergy scores: CSS=33.8, Synergy_ZIP=4.96, Synergy_Bliss=6.52, Synergy_Loewe=-35.2, Synergy_HSA=0.547.